This data is from Reaction yield outcomes from USPTO patents with 853,638 reactions. The task is: Predict the reaction yield, written as a fraction of the theoretical maximum amount of product (1.0 means a 100% yield; for example, 0.34 means a 34% yield). The reactants are [C:1]([O:5][C:6](=[O:17])[NH:7][C@H:8]([C:10]1[CH:15]=[CH:14][C:13](Br)=[CH:12][CH:11]=1)[CH3:9])([CH3:4])([CH3:3])[CH3:2].C1(P(C2C=CC=CC=2)CCCP(C2C=CC=CC=2)C2C=CC=CC=2)C=CC=CC=1.C(N(CC)CC)C.CN(C)[CH:56]=[O:57].C[CH2:60][O:61]CC. The catalyst is C([O-])(=O)C.[Pd+2].C([O-])(=O)C.CO. The product is [C:1]([O:5][C:6]([NH:7][C@H:8]([C:10]1[CH:15]=[CH:14][C:13]([C:60]([O:57][CH3:56])=[O:61])=[CH:12][CH:11]=1)[CH3:9])=[O:17])([CH3:4])([CH3:3])[CH3:2]. The yield is 0.940.